This data is from Full USPTO retrosynthesis dataset with 1.9M reactions from patents (1976-2016). The task is: Predict the reactants needed to synthesize the given product. Given the product [NH2:58][C:53]1[CH:54]=[CH:55][CH:56]=[CH:57][C:52]=1[NH:59][C:30](=[O:51])/[CH:31]=[C:32](/[CH3:1])\[CH2:33][CH2:34][CH2:35][CH2:36][C:37]([C:39]1[C:46]2[C:45](=[CH:50][CH:49]=[CH:48][CH:47]=2)[CH:42]=[CH:43][CH:44]=1)=[O:38], predict the reactants needed to synthesize it. The reactants are: [CH3:1]/C(/CCCCC(C1C=CC2C(=CC=CC=2)C=1)=O)=C/C(O)=O.C1(N[C:30](=[O:51])[CH2:31][CH2:32][CH2:33][CH2:34][CH2:35][CH2:36][C:37]([C:39]2[CH:44]=[CH:43][C:42]([C:45]3[CH:50]=[CH:49][CH:48]=[CH:47][CH:46]=3)=CC=2)=[O:38])C=CC=CC=1.[C:52]1([NH2:59])[CH:57]=[CH:56][CH:55]=[CH:54][C:53]=1[NH2:58].NC1C=CC=CC=1.